The task is: Regression/Classification. Given a drug SMILES string, predict its absorption, distribution, metabolism, or excretion properties. Task type varies by dataset: regression for continuous measurements (e.g., permeability, clearance, half-life) or binary classification for categorical outcomes (e.g., BBB penetration, CYP inhibition). Dataset: b3db_classification.. This data is from Blood-brain barrier permeability classification from the B3DB database. (1) The compound is CN(C)CCC1(C)OCCC2=C1c1ccccc1C2. The result is 1 (penetrates BBB). (2) The molecule is C=NC(C(=O)NC1C(=O)N2C1SC(C)(C)C2C(=O)O)c1ccccc1. The result is 0 (does not penetrate BBB). (3) The compound is COc1ncnc(NS(=O)(=O)c2ccc(N)cc2)c1OC. The result is 0 (does not penetrate BBB).